From a dataset of Catalyst prediction with 721,799 reactions and 888 catalyst types from USPTO. Predict which catalyst facilitates the given reaction. (1) Reactant: [Cl:1][C:2]1[CH:3]=[C:4]([CH:7]=[C:8]([O:11]C)[C:9]=1[OH:10])[CH:5]=[O:6].B(Br)(Br)Br. Product: [Cl:1][C:2]1[CH:3]=[C:4]([CH:7]=[C:8]([OH:11])[C:9]=1[OH:10])[CH:5]=[O:6]. The catalyst class is: 4. (2) Reactant: [CH2:1]([C:8]1[CH:16]=[CH:15][CH:14]=[CH:13][C:9]=1[C:10]([OH:12])=O)[C:2]1[CH:7]=[CH:6][CH:5]=[CH:4][CH:3]=1.C(Cl)(=O)C(Cl)=O.[F:23][C:24]([F:45])([F:44])[O:25][C:26]1[CH:31]=[CH:30][C:29]([N:32]2[CH:36]=[N:35][C:34]([C:37]3[CH:43]=[CH:42][C:40]([NH2:41])=[CH:39][CH:38]=3)=[N:33]2)=[CH:28][CH:27]=1.C(N(CC)C(C)C)(C)C. Product: [CH2:1]([C:8]1[CH:16]=[CH:15][CH:14]=[CH:13][C:9]=1[C:10]([NH:41][C:40]1[CH:42]=[CH:43][C:37]([C:34]2[N:35]=[CH:36][N:32]([C:29]3[CH:30]=[CH:31][C:26]([O:25][C:24]([F:23])([F:45])[F:44])=[CH:27][CH:28]=3)[N:33]=2)=[CH:38][CH:39]=1)=[O:12])[C:2]1[CH:3]=[CH:4][CH:5]=[CH:6][CH:7]=1. The catalyst class is: 489. (3) Reactant: [C:1](Cl)(=[O:5])[CH:2]([CH3:4])[CH3:3].Cl.[NH2:8][CH2:9][CH2:10][N:11]1[C:19]2[C:18]([CH3:20])=[C:17]([CH3:21])[N:16]=[C:15]([NH2:22])[C:14]=2[N:13]=[C:12]1[CH3:23].C(N(CC)CC)C. Product: [NH2:22][C:15]1[C:14]2[N:13]=[C:12]([CH3:23])[N:11]([CH2:10][CH2:9][NH:8][C:1](=[O:5])[CH:2]([CH3:4])[CH3:3])[C:19]=2[C:18]([CH3:20])=[C:17]([CH3:21])[N:16]=1. The catalyst class is: 4. (4) Reactant: [F:1][C:2]1[CH:7]=[CH:6][C:5]([CH:8](C2C=CN=CC=2)[C:9]([C:11]2[CH:16]=[CH:15]C=[CH:13][CH:12]=2)=O)=[CH:4][CH:3]=1.BrBr.[C:25]([O-])(=O)[CH3:26].[Na+].C([O-])(=O)C.[NH4+:34].[NH4+:35].[OH-:36]. Product: [F:1][C:2]1[CH:7]=[CH:6][C:5]([C:8]2[N:34]=[C:25]([CH3:26])[O:36][C:9]=2[C:11]2[CH:16]=[CH:15][N:35]=[CH:13][CH:12]=2)=[CH:4][CH:3]=1. The catalyst class is: 34. (5) Reactant: [Cl-].[Cl-].[Cl-].[Al+3].C(Cl)(=O)C(Cl)=O.[CH3:11][C:12]1[O:13][C:14]2[CH:20]=[C:19]([O:21]C(=O)C)[CH:18]=[CH:17][C:15]=2[CH:16]=1.[C:25](=O)([O-:27])[O-:26].[K+].[K+]. Product: [OH:21][C:19]1[CH:18]=[CH:17][C:15]2[C:16]([C:25]([OH:27])=[O:26])=[C:12]([CH3:11])[O:13][C:14]=2[CH:20]=1. The catalyst class is: 4.